Predict the reactants needed to synthesize the given product. From a dataset of Full USPTO retrosynthesis dataset with 1.9M reactions from patents (1976-2016). Given the product [Br:1][CH2:2][C:3]1[CH:11]=[CH:10][C:6]([C:7]([N:9]=[C:13]=[O:14])=[O:8])=[CH:5][CH:4]=1, predict the reactants needed to synthesize it. The reactants are: [Br:1][CH2:2][C:3]1[CH:11]=[CH:10][C:6]([C:7]([NH2:9])=[O:8])=[CH:5][CH:4]=1.C(Cl)(=O)[C:13](Cl)=[O:14].